This data is from Forward reaction prediction with 1.9M reactions from USPTO patents (1976-2016). The task is: Predict the product of the given reaction. (1) Given the reactants [ClH:1].[F:2][C:3]1[CH:51]=[CH:50][CH:49]=[CH:48][C:4]=1[CH2:5][NH:6][C:7](=[O:47])[CH2:8][CH:9]1[C:15](=[O:16])[N:14]([C:17]2[CH:22]=[CH:21][C:20]([CH2:23][NH:24]C(OC(C)(C)C)=O)=[CH:19][CH:18]=2)[C:13]2[CH:32]=[CH:33][CH:34]=[CH:35][C:12]=2[N:11]([CH2:36][C:37](=[O:45])[NH:38][C:39]2[CH:44]=[CH:43][CH:42]=[CH:41][CH:40]=2)[C:10]1=[O:46], predict the reaction product. The product is: [ClH:1].[F:2][C:3]1[CH:51]=[CH:50][CH:49]=[CH:48][C:4]=1[CH2:5][NH:6][C:7](=[O:47])[CH2:8][CH:9]1[C:15](=[O:16])[N:14]([C:17]2[CH:18]=[CH:19][C:20]([CH2:23][NH2:24])=[CH:21][CH:22]=2)[C:13]2[CH:32]=[CH:33][CH:34]=[CH:35][C:12]=2[N:11]([CH2:36][C:37](=[O:45])[NH:38][C:39]2[CH:40]=[CH:41][CH:42]=[CH:43][CH:44]=2)[C:10]1=[O:46]. (2) Given the reactants [NH2:1][C:2]1[CH:7]=[CH:6][CH:5]=[CH:4][CH:3]=1.[C:8]1(=[O:12])[O:11][CH2:10][CH2:9]1, predict the reaction product. The product is: [C:2]1([NH:1][CH2:10][CH2:9][C:8]([OH:12])=[O:11])[CH:7]=[CH:6][CH:5]=[CH:4][CH:3]=1. (3) Given the reactants Br.[F:2][C:3]1[CH:8]=[C:7]([N+:9]([O-:11])=[O:10])[CH:6]=[CH:5][C:4]=1[O:12][CH:13]1[CH2:18][CH2:17][NH:16][CH2:15][CH2:14]1.C([O-])([O-])=O.[Na+].[Na+].[CH:25]([S:27]([CH3:30])(=[O:29])=[O:28])=[CH2:26].CCOC(C)=O, predict the reaction product. The product is: [F:2][C:3]1[CH:8]=[C:7]([N+:9]([O-:11])=[O:10])[CH:6]=[CH:5][C:4]=1[O:12][CH:13]1[CH2:18][CH2:17][N:16]([CH2:26][CH2:25][S:27]([CH3:30])(=[O:29])=[O:28])[CH2:15][CH2:14]1. (4) Given the reactants [CH2:1]1[O:5][C@@H:4]2[C@@H:6]([OH:9])[CH2:7][O:8][C@@H:3]2[C@@H:2]1[OH:10].[C:11]([OH:20])(=O)[CH2:12][CH2:13][CH2:14][CH2:15][CH2:16][CH2:17][CH3:18], predict the reaction product. The product is: [CH3:18][CH2:17][CH2:16][CH2:15][CH2:14][CH2:13][CH2:12][C:11]([O:10][C@H:2]1[C@H:3]2[O:8][CH2:7][C@H:6]([O:9][C:11]([CH2:12][CH2:13][CH2:14][CH2:15][CH2:16][CH2:17][CH3:18])=[O:20])[C@H:4]2[O:5][CH2:1]1)=[O:20]. (5) Given the reactants [Br:1][C:2]1[CH:3]=[C:4]([C@H:8](O)[CH2:9][N:10]2[CH2:14][CH2:13][C@H:12]([F:15])[CH2:11]2)[CH:5]=[CH:6][CH:7]=1.CS(Cl)(=O)=O.[CH3:22][NH2:23], predict the reaction product. The product is: [Br:1][C:2]1[CH:3]=[C:4]([C@H:8]([NH:23][CH3:22])[CH2:9][N:10]2[CH2:14][CH2:13][C@H:12]([F:15])[CH2:11]2)[CH:5]=[CH:6][CH:7]=1.